Dataset: Forward reaction prediction with 1.9M reactions from USPTO patents (1976-2016). Task: Predict the product of the given reaction. (1) Given the reactants [CH2:1]([N:3]([CH2:17][CH3:18])[C:4]([N:6]1[C:14]2[C:9](=[CH:10][C:11]([O:15][CH3:16])=[CH:12][CH:13]=2)[CH:8]=[CH:7]1)=[O:5])[CH3:2].[Li]C(C)(C)C.[Cl:24][C:25]1[CH:30]=[CH:29][C:28]([C:31]([CH3:36])([CH3:35])[C:32](Cl)=[O:33])=[CH:27][CH:26]=1.[Cl-].[NH4+], predict the reaction product. The product is: [CH2:17]([N:3]([CH2:1][CH3:2])[C:4]([N:6]1[C:14]2[C:9](=[CH:10][C:11]([O:15][CH3:16])=[CH:12][CH:13]=2)[CH:8]=[C:7]1[C:32](=[O:33])[C:31]([C:28]1[CH:27]=[CH:26][C:25]([Cl:24])=[CH:30][CH:29]=1)([CH3:36])[CH3:35])=[O:5])[CH3:18]. (2) Given the reactants [Br:1][C:2]1[N:7]=[CH:6][C:5]2[NH:8][C:9](=[O:23])[N:10]([C:11]([CH3:22])([CH3:21])[CH2:12][O:13][Si](C(C)(C)C)(C)C)[C:4]=2[CH:3]=1.[F-].C([N+](CCCC)(CCCC)CCCC)CCC, predict the reaction product. The product is: [Br:1][C:2]1[N:7]=[CH:6][C:5]2[NH:8][C:9](=[O:23])[N:10]([C:11]([CH3:21])([CH3:22])[CH2:12][OH:13])[C:4]=2[CH:3]=1. (3) Given the reactants Br[C:2]1[CH:3]=[N:4][CH:5]=[C:6]([Br:8])[CH:7]=1.[NH:9]1[CH2:13][CH2:12][CH2:11][CH:10]1[C:14]1[S:15][CH:16]=[CH:17][N:18]=1.CC(C)([O-])C.[Na+].C1C=CC(P(C2C=CC3C(=CC=CC=3)C=2C2C3C(=CC=CC=3)C=CC=2P(C2C=CC=CC=2)C2C=CC=CC=2)C2C=CC=CC=2)=CC=1, predict the reaction product. The product is: [Br:8][C:6]1[CH:5]=[N:4][CH:3]=[C:2]([N:9]2[CH2:13][CH2:12][CH2:11][CH:10]2[C:14]2[S:15][CH:16]=[CH:17][N:18]=2)[CH:7]=1. (4) The product is: [Cl:18][C:14]1[C:13]([CH3:19])=[C:12]([C:10]2[N:9]=[C:8]([NH2:20])[N:7]=[C:6]([NH:4][CH2:1][C:2]#[CH:3])[CH:11]=2)[CH:17]=[CH:16][CH:15]=1. Given the reactants [CH2:1]([NH2:4])[C:2]#[CH:3].Cl[C:6]1[CH:11]=[C:10]([C:12]2[CH:17]=[CH:16][CH:15]=[C:14]([Cl:18])[C:13]=2[CH3:19])[N:9]=[C:8]([NH2:20])[N:7]=1, predict the reaction product. (5) The product is: [Cl:37][C:38]1[CH:39]=[CH:40][C:41]([F:45])=[C:42]([NH:43][C:2]2[CH:7]=[C:6]([NH:8][CH2:16][CH:17]3[CH2:18][CH2:19]3)[N:5]3[N:20]=[CH:21][C:22]([CH:23]=[C:24]4[CH2:28][C:27](=[O:29])[NH:26][C:25]4=[O:30])=[C:4]3[N:3]=2)[CH:44]=1. Given the reactants Cl[C:2]1[CH:7]=[C:6]([N:8]([CH2:16][CH:17]2[CH2:19][CH2:18]2)C(=O)OC(C)(C)C)[N:5]2[N:20]=[CH:21][C:22]([CH:23]=[C:24]3[CH2:28][C:27](=[O:29])[NH:26][C:25]3=[O:30])=[C:4]2[N:3]=1.C(=O)([O-])[O-].[Cs+].[Cs+].[Cl:37][C:38]1[CH:39]=[CH:40][C:41]([F:45])=[C:42]([CH:44]=1)[NH2:43].C1C=CC(P(C2C(C3C(P(C4C=CC=CC=4)C4C=CC=CC=4)=CC=C4C=3C=CC=C4)=C3C(C=CC=C3)=CC=2)C2C=CC=CC=2)=CC=1.Cl, predict the reaction product. (6) Given the reactants [CH2:1]([C@H:8]([NH:39]C(=O)OC(C)(C)C)[C@@H:9]([OH:38])[CH2:10][C@H:11]([NH:25][C:26](=[O:37])[C@@H:27]([NH:32][C:33]([O:35][CH3:36])=[O:34])[C:28]([CH3:31])([CH3:30])[CH3:29])[CH2:12][C:13]1[CH:18]=[CH:17][C:16]([C:19]2[CH:24]=[CH:23][CH:22]=[CH:21][N:20]=2)=[CH:15][CH:14]=1)[C:2]1[CH:7]=[CH:6][CH:5]=[CH:4][CH:3]=1.FC(F)(F)C(O)=O, predict the reaction product. The product is: [NH2:39][C@@H:8]([CH2:1][C:2]1[CH:3]=[CH:4][CH:5]=[CH:6][CH:7]=1)[C@@H:9]([OH:38])[CH2:10][C@H:11]([NH:25][C:26]([C@@H:27]([NH:32][C:33](=[O:34])[O:35][CH3:36])[C:28]([CH3:31])([CH3:30])[CH3:29])=[O:37])[CH2:12][C:13]1[CH:18]=[CH:17][C:16]([C:19]2[CH:24]=[CH:23][CH:22]=[CH:21][N:20]=2)=[CH:15][CH:14]=1. (7) Given the reactants C([O:8][C:9]1[N:14]=[CH:13][N:12]=[C:11]([NH:15][C:16]([C:18]2[N:22]3[N:23]=[C:24](Cl)[CH:25]=[C:26]([NH:27][CH:28]4[CH2:30][CH2:29]4)[C:21]3=[N:20][CH:19]=2)=[O:17])[CH:10]=1)C1C=CC=CC=1.[C@H:32]1([NH2:39])[CH2:37][CH2:36][C@H:35]([NH2:38])[CH2:34][CH2:33]1, predict the reaction product. The product is: [NH2:38][C@H:35]1[CH2:36][CH2:37][C@H:32]([NH:39][C:24]2[CH:25]=[C:26]([NH:27][CH:28]3[CH2:29][CH2:30]3)[C:21]3[N:22]([C:18]([C:16]([NH:15][C:11]4[CH:10]=[C:9]([OH:8])[N:14]=[CH:13][N:12]=4)=[O:17])=[CH:19][N:20]=3)[N:23]=2)[CH2:33][CH2:34]1. (8) Given the reactants [Br:1][C:2]1[S:3][CH:4]=[CH:5][C:6]=1[CH2:7][C:8]#[N:9].[Cl-].[Al+3].[Al+3].[Al+3].[Cl-].[Cl-].[Cl-].[Cl-].[Cl-].[Cl-].[Cl-].[Cl-].[O:22]1[CH:26]=[CH:25][CH:24]=[C:23]1[C:27](Cl)=[O:28].O, predict the reaction product. The product is: [Br:1][C:2]1[S:3][C:4]([C:27]([C:23]2[O:22][CH:26]=[CH:25][CH:24]=2)=[O:28])=[CH:5][C:6]=1[CH2:7][C:8]#[N:9]. (9) Given the reactants O[C:2]1[CH:7]=[CH:6][N:5]([C:8]2[CH:9]=[C:10]3[C:14](=[CH:15][CH:16]=2)[N:13]([CH2:17][CH2:18][N:19]2[CH2:23][CH2:22][CH2:21][CH2:20]2)[N:12]=[CH:11]3)[C:4](=[O:24])[CH:3]=1.[CH2:25]([NH2:32])[C:26]1[CH:31]=[CH:30][CH:29]=[CH:28][CH:27]=1.C1(N)C(F)=C(F)C(F)=C(N)C=1F.[ClH:45].Cl, predict the reaction product. The product is: [ClH:45].[ClH:45].[CH2:25]([NH:32][C:2]1[CH:7]=[CH:6][N:5]([C:8]2[CH:9]=[C:10]3[C:14](=[CH:15][CH:16]=2)[N:13]([CH2:17][CH2:18][N:19]2[CH2:23][CH2:22][CH2:21][CH2:20]2)[N:12]=[CH:11]3)[C:4](=[O:24])[CH:3]=1)[C:26]1[CH:31]=[CH:30][CH:29]=[CH:28][CH:27]=1.